From a dataset of Forward reaction prediction with 1.9M reactions from USPTO patents (1976-2016). Predict the product of the given reaction. (1) Given the reactants [C:1](=[O:4])([O-])[O-].[K+].[K+].[CH3:7]O.C=O.[CH2:11]([NH:13][CH2:14][Si:15]([CH3:18])([CH3:17])[CH3:16])[CH3:12], predict the reaction product. The product is: [CH2:11]([N:13]([CH2:7][O:4][CH3:1])[CH2:14][Si:15]([CH3:18])([CH3:17])[CH3:16])[CH3:12]. (2) Given the reactants [CH3:1][O:2][C:3]1[CH:8]=[CH:7][C:6](Br)=[CH:5][N:4]=1.C([Li])CCC.[N:15]1[CH:20]=[CH:19][CH:18]=[CH:17][C:16]=1[CH:21]=[O:22].[Cl-].[NH4+], predict the reaction product. The product is: [CH3:1][O:2][C:3]1[CH:8]=[CH:7][C:6]([CH:21]([C:16]2[CH:17]=[CH:18][CH:19]=[CH:20][N:15]=2)[OH:22])=[CH:5][N:4]=1. (3) Given the reactants Cl[C:2]1[CH:11]=[C:10]([C:12]#[N:13])[C:5]([C:6]([O:8][CH3:9])=[O:7])=[C:4]([C:14]2[CH:15]=[N:16][N:17]([CH3:19])[CH:18]=2)[N:3]=1.[NH2:20][C@H:21]([CH2:25][CH:26]([CH3:28])[CH3:27])[C:22]([NH2:24])=[O:23].O, predict the reaction product. The product is: [NH2:24][C:22](=[O:23])[C@H:21]([NH:20][C:2]1[CH:11]=[C:10]([C:12]#[N:13])[C:5]([C:6]([O:8][CH3:9])=[O:7])=[C:4]([C:14]2[CH:15]=[N:16][N:17]([CH3:19])[CH:18]=2)[N:3]=1)[CH2:25][CH:26]([CH3:28])[CH3:27]. (4) The product is: [Cl:41][C:38]1[CH:37]=[CH:36][C:35]([NH:34][C:32]([NH:31][C@@H:26]([C:24]([N:21]2[CH2:22][CH2:23][CH:18]([N:16]3[CH2:17][C:13]4=[CH:12][N:11]=[C:10]([CH2:9][OH:8])[N:14]4[C:15]3=[O:42])[CH2:19][CH2:20]2)=[O:25])[C:27]([CH3:29])([CH3:30])[CH3:28])=[O:33])=[CH:40][CH:39]=1. Given the reactants [Si]([O:8][CH2:9][C:10]1[N:14]2[C:15](=[O:42])[N:16]([CH:18]3[CH2:23][CH2:22][N:21]([C:24]([C@H:26]([NH:31][C:32]([NH:34][C:35]4[CH:40]=[CH:39][C:38]([Cl:41])=[CH:37][CH:36]=4)=[O:33])[C:27]([CH3:30])([CH3:29])[CH3:28])=[O:25])[CH2:20][CH2:19]3)[CH2:17][C:13]2=[CH:12][N:11]=1)(C(C)(C)C)(C)C.C(O)(=O)C.O, predict the reaction product. (5) Given the reactants [NH2:1][C:2]1[CH:3]=[C:4]2[C:8](=[CH:9][CH:10]=1)[N:7]([CH2:11][CH2:12][C:13]1[CH:18]=[CH:17][CH:16]=[CH:15][CH:14]=1)[C:6]([C:19]([NH:21][C:22]1[CH:27]=[CH:26][CH:25]=[CH:24][CH:23]=1)=[O:20])=[CH:5]2.C(N(CC)CC)C.[CH:35]12[CH2:41][CH:38]([CH2:39][CH2:40]1)[CH2:37][CH:36]2[CH2:42][C:43](Cl)=[O:44], predict the reaction product. The product is: [CH:35]12[CH2:41][CH:38]([CH2:39][CH2:40]1)[CH2:37][CH:36]2[CH2:42][C:43]([NH:1][C:2]1[CH:3]=[C:4]2[C:8](=[CH:9][CH:10]=1)[N:7]([CH2:11][CH2:12][C:13]1[CH:18]=[CH:17][CH:16]=[CH:15][CH:14]=1)[C:6]([C:19]([NH:21][C:22]1[CH:23]=[CH:24][CH:25]=[CH:26][CH:27]=1)=[O:20])=[CH:5]2)=[O:44]. (6) The product is: [Cl:13][C:14]1[CH:19]=[CH:18][C:17]([C:20]2[NH:12][C:11]3[N:10]([N:9]=[CH:8][C:7]=3[C:5]3[O:4][N:3]=[C:2]([CH3:1])[CH:6]=3)[C:22](=[O:23])[CH:21]=2)=[CH:16][C:15]=1[O:28][CH3:29]. Given the reactants [CH3:1][C:2]1[CH:6]=[C:5]([C:7]2[CH:8]=[N:9][NH:10][C:11]=2[NH2:12])[O:4][N:3]=1.[Cl:13][C:14]1[CH:19]=[CH:18][C:17]([C:20](=O)[CH2:21][C:22](OCC)=[O:23])=[CH:16][C:15]=1[O:28][CH3:29].CC1C=CC(S(O)(=O)=O)=CC=1, predict the reaction product. (7) Given the reactants [CH3:1][C:2]1[N:6]([C:7]2[CH:8]=[C:9]([CH:32]=[C:33]([C:35]([F:38])([F:37])[F:36])[CH:34]=2)[CH2:10][O:11][CH2:12][C:13]2([C:26]3[CH:31]=[CH:30][CH:29]=[CH:28][CH:27]=3)[CH2:18][CH2:17][N:16](C(OC(C)(C)C)=O)[CH2:15][CH2:14]2)[N:5]=[N:4][N:3]=1.Cl, predict the reaction product. The product is: [CH3:1][C:2]1[N:6]([C:7]2[CH:8]=[C:9]([CH:32]=[C:33]([C:35]([F:38])([F:36])[F:37])[CH:34]=2)[CH2:10][O:11][CH2:12][C:13]2([C:26]3[CH:31]=[CH:30][CH:29]=[CH:28][CH:27]=3)[CH2:14][CH2:15][NH:16][CH2:17][CH2:18]2)[N:5]=[N:4][N:3]=1.